This data is from Full USPTO retrosynthesis dataset with 1.9M reactions from patents (1976-2016). The task is: Predict the reactants needed to synthesize the given product. Given the product [C:1]([C:5]1[CH:6]=[C:7]([NH:18][C:19]([NH:21][C@@H:22]2[C:31]3[C:26](=[CH:27][CH:28]=[CH:29][CH:30]=3)[C@H:25]([O:32][C:33]3[CH:34]=[CH:35][C:36]4[N:37]([C:39]([N:42]5[C@H:47]([CH3:48])[CH2:46][CH2:45][CH2:44][C@@H:43]5[CH3:49])=[N:40][N:41]=4)[CH:38]=3)[CH2:24][CH2:23]2)=[O:20])[N:8]([C:10]2[CH:11]=[C:12]([CH:13]=[CH:14][CH:15]=2)[CH2:16][O:17][S:60]([CH3:59])(=[O:62])=[O:61])[N:9]=1)([CH3:4])([CH3:2])[CH3:3], predict the reactants needed to synthesize it. The reactants are: [C:1]([C:5]1[CH:6]=[C:7]([NH:18][C:19]([NH:21][C@@H:22]2[C:31]3[C:26](=[CH:27][CH:28]=[CH:29][CH:30]=3)[C@H:25]([O:32][C:33]3[CH:34]=[CH:35][C:36]4[N:37]([C:39]([N:42]5[C@H:47]([CH3:48])[CH2:46][CH2:45][CH2:44][C@@H:43]5[CH3:49])=[N:40][N:41]=4)[CH:38]=3)[CH2:24][CH2:23]2)=[O:20])[N:8]([C:10]2[CH:15]=[CH:14][CH:13]=[C:12]([CH2:16][OH:17])[CH:11]=2)[N:9]=1)([CH3:4])([CH3:3])[CH3:2].CCN(C(C)C)C(C)C.[CH3:59][S:60](Cl)(=[O:62])=[O:61].